Dataset: hERG potassium channel inhibition data for cardiac toxicity prediction from Karim et al.. Task: Regression/Classification. Given a drug SMILES string, predict its toxicity properties. Task type varies by dataset: regression for continuous values (e.g., LD50, hERG inhibition percentage) or binary classification for toxic/non-toxic outcomes (e.g., AMES mutagenicity, cardiotoxicity, hepatotoxicity). Dataset: herg_karim. (1) The molecule is Clc1cccc(N2CCN(CCCCOc3cc4ccccc4cn3)CC2)c1Cl. The result is 1 (blocker). (2) The compound is CNCc1cc(C(F)(F)F)ccc1Oc1ccc(C)cc1. The result is 0 (non-blocker). (3) The molecule is O=C(NC[C@@H](O)CN1CCC(Oc2ccc(Cl)c(Cl)c2)CC1)c1n[nH]c2ccccc12. The result is 1 (blocker). (4) The result is 1 (blocker). The compound is CN(C)CCc1ccc(Nc2ncc3c(=O)n(-c4c(Cl)cccc4Cl)ccc3n2)cc1. (5) The drug is Cc1ccc(Nc2cc(NCCN)nnc2C(N)=O)nc1C(C)C. The result is 1 (blocker). (6) The molecule is NC1(c2ccccc2)CCC(N2CC(NC(=O)CNC(=O)c3cccc(C(F)(F)F)c3)C2)CC1. The result is 1 (blocker).